Dataset: NCI-60 drug combinations with 297,098 pairs across 59 cell lines. Task: Regression. Given two drug SMILES strings and cell line genomic features, predict the synergy score measuring deviation from expected non-interaction effect. (1) Drug 1: C1=CC=C(C=C1)NC(=O)CCCCCCC(=O)NO. Drug 2: CN(CC1=CN=C2C(=N1)C(=NC(=N2)N)N)C3=CC=C(C=C3)C(=O)NC(CCC(=O)O)C(=O)O. Cell line: OVCAR3. Synergy scores: CSS=29.0, Synergy_ZIP=2.68, Synergy_Bliss=1.16, Synergy_Loewe=-38.9, Synergy_HSA=-2.72. (2) Drug 1: C1CC(C1)(C(=O)O)C(=O)O.[NH2-].[NH2-].[Pt+2]. Drug 2: C1=NC2=C(N1)C(=S)N=CN2. Cell line: HS 578T. Synergy scores: CSS=28.0, Synergy_ZIP=-9.19, Synergy_Bliss=-3.66, Synergy_Loewe=-38.3, Synergy_HSA=-4.82. (3) Drug 1: CN(C)N=NC1=C(NC=N1)C(=O)N. Cell line: CAKI-1. Drug 2: C1=NC(=NC(=O)N1C2C(C(C(O2)CO)O)O)N. Synergy scores: CSS=30.3, Synergy_ZIP=-10.7, Synergy_Bliss=-7.78, Synergy_Loewe=-20.4, Synergy_HSA=-3.21. (4) Drug 1: CCC1(CC2CC(C3=C(CCN(C2)C1)C4=CC=CC=C4N3)(C5=C(C=C6C(=C5)C78CCN9C7C(C=CC9)(C(C(C8N6C)(C(=O)OC)O)OC(=O)C)CC)OC)C(=O)OC)O.OS(=O)(=O)O. Drug 2: CC1=C(C(=O)C2=C(C1=O)N3CC4C(C3(C2COC(=O)N)OC)N4)N. Cell line: NCIH23. Synergy scores: CSS=39.8, Synergy_ZIP=0.453, Synergy_Bliss=-0.353, Synergy_Loewe=-6.22, Synergy_HSA=-0.953. (5) Drug 1: CN1CCC(CC1)COC2=C(C=C3C(=C2)N=CN=C3NC4=C(C=C(C=C4)Br)F)OC. Drug 2: N.N.Cl[Pt+2]Cl. Cell line: CAKI-1. Synergy scores: CSS=32.0, Synergy_ZIP=-5.57, Synergy_Bliss=-3.49, Synergy_Loewe=-18.1, Synergy_HSA=-0.0776. (6) Drug 1: CC(CN1CC(=O)NC(=O)C1)N2CC(=O)NC(=O)C2. Drug 2: CC1=C(C=C(C=C1)C(=O)NC2=CC(=CC(=C2)C(F)(F)F)N3C=C(N=C3)C)NC4=NC=CC(=N4)C5=CN=CC=C5. Cell line: NCI-H522. Synergy scores: CSS=6.68, Synergy_ZIP=-3.61, Synergy_Bliss=-1.99, Synergy_Loewe=-4.58, Synergy_HSA=-4.82. (7) Drug 1: C1CC(C1)(C2=CC=C(C=C2)C3=C(C=C4C(=N3)C=CN5C4=NNC5=O)C6=CC=CC=C6)N. Drug 2: CNC(=O)C1=NC=CC(=C1)OC2=CC=C(C=C2)NC(=O)NC3=CC(=C(C=C3)Cl)C(F)(F)F. Cell line: T-47D. Synergy scores: CSS=61.0, Synergy_ZIP=7.33, Synergy_Bliss=6.99, Synergy_Loewe=12.8, Synergy_HSA=16.5.